This data is from Full USPTO retrosynthesis dataset with 1.9M reactions from patents (1976-2016). The task is: Predict the reactants needed to synthesize the given product. Given the product [O:1]1[C:5]2[CH:6]=[CH:7][CH:8]=[C:9]([NH:10][C:11]3[C:20]4[C:15](=[C:16]([CH3:23])[N:17]=[C:18]([S:21]([CH3:22])=[O:28])[CH:19]=4)[N:14]=[CH:13][C:12]=3[C:24]([NH2:26])=[O:25])[C:4]=2[CH2:3][CH2:2]1, predict the reactants needed to synthesize it. The reactants are: [O:1]1[C:5]2[CH:6]=[CH:7][CH:8]=[C:9]([NH:10][C:11]3[C:20]4[C:15](=[C:16]([CH3:23])[N:17]=[C:18]([S:21][CH3:22])[CH:19]=4)[N:14]=[CH:13][C:12]=3[C:24]([NH2:26])=[O:25])[C:4]=2[CH2:3][CH2:2]1.I([O-])(=O)(=O)=[O:28].[Na+].OOS([O-])=O.[K+].